This data is from NCI-60 drug combinations with 297,098 pairs across 59 cell lines. The task is: Regression. Given two drug SMILES strings and cell line genomic features, predict the synergy score measuring deviation from expected non-interaction effect. Synergy scores: CSS=3.52, Synergy_ZIP=-1.75, Synergy_Bliss=0.105, Synergy_Loewe=-4.27, Synergy_HSA=-0.737. Drug 2: CN(C)N=NC1=C(NC=N1)C(=O)N. Drug 1: CC1=C2C(C(=O)C3(C(CC4C(C3C(C(C2(C)C)(CC1OC(=O)C(C(C5=CC=CC=C5)NC(=O)OC(C)(C)C)O)O)OC(=O)C6=CC=CC=C6)(CO4)OC(=O)C)OC)C)OC. Cell line: NCI/ADR-RES.